This data is from Forward reaction prediction with 1.9M reactions from USPTO patents (1976-2016). The task is: Predict the product of the given reaction. (1) Given the reactants [N:1]1[CH:6]=[CH:5][CH:4]=[N:3][C:2]=1[CH2:7][O:8][C:9]1[CH:14]=[CH:13][C:12]([N:15]2[C:24]3[C:19](=[CH:20][CH:21]=[CH:22][CH:23]=3)[NH:18][CH2:17][CH2:16]2)=[CH:11][CH:10]=1.C(N(CC)CC)C.ClC(Cl)(O[C:36](=[O:42])OC(Cl)(Cl)Cl)Cl.Cl.[CH:45]12[CH2:54][CH:49]3[CH2:50][CH:51]([CH2:53][CH:47]([CH2:48]3)[CH:46]1[NH2:55])[CH2:52]2, predict the reaction product. The product is: [CH:45]12[CH2:54][CH:49]3[CH2:50][CH:51]([CH2:53][CH:47]([CH2:48]3)[CH:46]1[NH:55][C:36]([N:18]1[C:19]3[C:24](=[CH:23][CH:22]=[CH:21][CH:20]=3)[N:15]([C:12]3[CH:11]=[CH:10][C:9]([O:8][CH2:7][C:2]4[N:3]=[CH:4][CH:5]=[CH:6][N:1]=4)=[CH:14][CH:13]=3)[CH2:16][CH2:17]1)=[O:42])[CH2:52]2. (2) The product is: [CH3:1][C@H:2]1[C@@:41]2([OH:43])[O:42][CH:5]([CH2:6][C@H:7]([O:68][CH3:69])[C:8]([CH3:67])=[CH:9][CH:10]=[CH:11][CH:12]=[CH:13][C@@H:14]([CH3:66])[CH2:15][C@@H:16]([CH3:65])[C:17]([C@H:19]([O:63][CH3:64])[C@H:20]([OH:62])[C:21]([CH3:61])=[CH:22][C@@H:23]([CH3:60])[C:24]([CH2:26][C@@H:27]([C@@H:44]([CH2:46][C@H:47]3[CH2:52][C@@H:51]([O:53][CH3:54])[C@@H:50]([N:55]4[N:59]=[N:58][N:57]=[CH:56]4)[CH2:49][CH2:48]3)[CH3:45])[O:28][C:29]([C@H:31]3[N:36]([C:37]([C:39]2=[O:40])=[O:38])[CH2:35][CH2:34][CH2:33][CH2:32]3)=[O:30])=[O:25])=[O:18])[CH2:4][CH2:3]1.[CH2:71]([OH:72])[CH3:70]. Given the reactants [CH3:1][C@H:2]1[C@@:41]2([OH:43])[O:42][CH:5]([CH2:6][C@H:7]([O:68][CH3:69])[C:8]([CH3:67])=[CH:9][CH:10]=[CH:11][CH:12]=[CH:13][C@@H:14]([CH3:66])[CH2:15][C@@H:16]([CH3:65])[C:17]([C@H:19]([O:63][CH3:64])[C@H:20]([OH:62])[C:21]([CH3:61])=[CH:22][C@@H:23]([CH3:60])[C:24]([CH2:26][C@@H:27]([C@@H:44]([CH2:46][C@H:47]3[CH2:52][C@@H:51]([O:53][CH3:54])[C@@H:50]([N:55]4[N:59]=[N:58][N:57]=[CH:56]4)[CH2:49][CH2:48]3)[CH3:45])[O:28][C:29]([C@H:31]3[N:36]([C:37]([C:39]2=[O:40])=[O:38])[CH2:35][CH2:34][CH2:33][CH2:32]3)=[O:30])=[O:25])=[O:18])[CH2:4][CH2:3]1.[CH3:70][CH2:71][OH:72], predict the reaction product. (3) Given the reactants [C:1]([O:5][C:6]([N:8]1[CH2:13][CH2:12][CH:11]([S:14](Cl)(=[O:16])=[O:15])[CH2:10][CH2:9]1)=[O:7])([CH3:4])([CH3:3])[CH3:2].C(N(CC)CC)C.[NH:25]1[CH2:30][CH2:29][O:28][CH2:27][CH2:26]1, predict the reaction product. The product is: [C:1]([O:5][C:6]([N:8]1[CH2:13][CH2:12][CH:11]([S:14]([N:25]2[CH2:30][CH2:29][O:28][CH2:27][CH2:26]2)(=[O:16])=[O:15])[CH2:10][CH2:9]1)=[O:7])([CH3:4])([CH3:3])[CH3:2]. (4) Given the reactants [CH3:1][O:2][C:3]1[C:4]([CH3:32])=[C:5]([C:23]([O:30][CH3:31])=[C:24]([O:28][CH3:29])[C:25]=1[O:26][CH3:27])[CH2:6][C:7]1[CH:16]=[CH:15][C:10]([C:11]([O:13]C)=[O:12])=[C:9]([C:17]2[CH:22]=[CH:21][CH:20]=[CH:19][CH:18]=2)[CH:8]=1, predict the reaction product. The product is: [CH3:1][O:2][C:3]1[C:4]([CH3:32])=[C:5]([C:23]([O:30][CH3:31])=[C:24]([O:28][CH3:29])[C:25]=1[O:26][CH3:27])[CH2:6][C:7]1[CH:16]=[CH:15][C:10]([C:11]([OH:13])=[O:12])=[C:9]([C:17]2[CH:22]=[CH:21][CH:20]=[CH:19][CH:18]=2)[CH:8]=1.